From a dataset of Full USPTO retrosynthesis dataset with 1.9M reactions from patents (1976-2016). Predict the reactants needed to synthesize the given product. (1) Given the product [CH:32]1([N:31]([CH2:30][C:27]2[CH:28]=[CH:29][C:24]([F:23])=[CH:25][CH:26]=2)[CH2:6][CH2:7][N:8]2[CH:12]=[C:11]([C:13]3[CH:18]=[C:17]([C:19]([OH:21])=[O:20])[CH:16]=[CH:15][N:14]=3)[N:10]=[CH:9]2)[CH2:34][CH2:33]1, predict the reactants needed to synthesize it. The reactants are: CS(O[CH2:6][CH2:7][N:8]1[CH:12]=[C:11]([C:13]2[CH:18]=[C:17]([C:19]([O:21]C)=[O:20])[CH:16]=[CH:15][N:14]=2)[N:10]=[CH:9]1)(=O)=O.[F:23][C:24]1[CH:29]=[CH:28][C:27]([CH2:30][NH:31][CH:32]2[CH2:34][CH2:33]2)=[CH:26][CH:25]=1. (2) The reactants are: [Cl:1][C:2]1[CH:7]=[CH:6][C:5]([S:8]([N:11]([CH2:21][C:22]2[CH:23]=[CH:24][C:25]([O:32][CH3:33])=[C:26]([CH:31]=2)[C:27]([O:29]C)=[O:28])[C@H:12]([C:15]2[CH:20]=[CH:19][CH:18]=[CH:17][CH:16]=2)[CH2:13][CH3:14])(=[O:10])=[O:9])=[CH:4][CH:3]=1.O.[OH-].[Li+]. Given the product [Cl:1][C:2]1[CH:7]=[CH:6][C:5]([S:8]([N:11]([CH2:21][C:22]2[CH:23]=[CH:24][C:25]([O:32][CH3:33])=[C:26]([CH:31]=2)[C:27]([OH:29])=[O:28])[C@H:12]([C:15]2[CH:20]=[CH:19][CH:18]=[CH:17][CH:16]=2)[CH2:13][CH3:14])(=[O:10])=[O:9])=[CH:4][CH:3]=1, predict the reactants needed to synthesize it. (3) Given the product [Cl:1][C:2]1[CH:3]=[CH:4][C:5]([C:8]2[C:17]3[C:12](=[CH:13][CH:14]=[C:15]([C:18]([NH:42][CH2:43][CH:44]4[CH2:40][CH2:45]4)=[O:20])[CH:16]=3)[CH:11]=[N:10][CH:9]=2)=[CH:6][CH:7]=1, predict the reactants needed to synthesize it. The reactants are: [Cl:1][C:2]1[CH:7]=[CH:6][C:5]([C:8]2[C:17]3[C:12](=[CH:13][CH:14]=[C:15]([C:18]([OH:20])=O)[CH:16]=3)[CH:11]=[N:10][CH:9]=2)=[CH:4][CH:3]=1.C(N(CC)C(C)C)(C)C.F[P-](F)(F)(F)(F)F.N1(OC(N(C)C)=[N+](C)C)C2[N:42]=[CH:43][CH:44]=[CH:45][C:40]=2N=N1.C1(CN)CC1. (4) Given the product [CH2:15]([O:17][C:18]([C:20]1([NH:31][C:7](=[O:9])[C:6]2[CH:10]=[CH:11][CH:12]=[C:13]([CH3:14])[C:5]=2[O:4][CH:1]([CH3:2])[CH3:3])[CH2:28][C:27]2[C:22](=[CH:23][CH:24]=[C:25]([O:29][CH3:30])[CH:26]=2)[CH2:21]1)=[O:19])[CH3:16], predict the reactants needed to synthesize it. The reactants are: [CH:1]([O:4][C:5]1[C:13]([CH3:14])=[CH:12][CH:11]=[CH:10][C:6]=1[C:7]([OH:9])=O)([CH3:3])[CH3:2].[CH2:15]([O:17][C:18]([C:20]1([NH2:31])[CH2:28][C:27]2[C:22](=[CH:23][CH:24]=[C:25]([O:29][CH3:30])[CH:26]=2)[CH2:21]1)=[O:19])[CH3:16].CN(C(ON1N=NC2C=CC=NC1=2)=[N+](C)C)C.F[P-](F)(F)(F)(F)F.CCN(C(C)C)C(C)C.